From a dataset of Reaction yield outcomes from USPTO patents with 853,638 reactions. Predict the reaction yield, written as a fraction of the theoretical maximum amount of product (1.0 means a 100% yield; for example, 0.34 means a 34% yield). (1) The reactants are [Si:1]([O:8][C@H:9]1[CH2:14][CH2:13][C@H:12]([N:15]2[C:20](=[O:21])[C:19]([CH2:22][C:23]3[CH:28]=[CH:27][C:26]([C:29]4[C:30]([C:35]#[N:36])=[CH:31][CH:32]=[CH:33][CH:34]=4)=[CH:25][CH:24]=3)=[C:18]([CH2:37][CH2:38][CH3:39])[N:17]3[N:40]=[CH:41][CH:42]=[C:16]23)[CH2:11][CH2:10]1)([C:4]([CH3:7])([CH3:6])[CH3:5])([CH3:3])[CH3:2].[F:43][B-](F)(F)F.F[B-](F)(F)F.ClC[N+]12CC[N+](F)(CC1)CC2.C(OCC)(=O)C.C(=O)([O-])O.[Na+]. The catalyst is C(#N)C. The product is [Si:1]([O:8][C@H:9]1[CH2:10][CH2:11][C@H:12]([N:15]2[C:20](=[O:21])[C:19]([CH2:22][C:23]3[CH:24]=[CH:25][C:26]([C:29]4[C:30]([C:35]#[N:36])=[CH:31][CH:32]=[CH:33][CH:34]=4)=[CH:27][CH:28]=3)=[C:18]([CH2:37][CH2:38][CH3:39])[N:17]3[N:40]=[CH:41][C:42]([F:43])=[C:16]23)[CH2:13][CH2:14]1)([C:4]([CH3:5])([CH3:6])[CH3:7])([CH3:3])[CH3:2]. The yield is 0.130. (2) The reactants are [Br:1][C:2]1[CH:7]=[CH:6][C:5]([C@:8]([CH:13]2[CH2:15][CH2:14]2)([CH3:12])[CH:9]=[N:10][OH:11])=[CH:4][CH:3]=1.Cl.COC1CCCC1.Cl[N:25]1C(=O)CCC1=O.[OH-].[NH4+]. The catalyst is CCCCCCC.C(#N)C.O.O.C(OC)(C)(C)C.C(#N)C. The product is [Br:1][C:2]1[CH:3]=[CH:4][C:5]([C@:8]([CH:13]2[CH2:14][CH2:15]2)([CH3:12])[C:9](=[N:10][OH:11])[NH2:25])=[CH:6][CH:7]=1. The yield is 0.610. (3) The reactants are [Br:1][C:2]1[C:3](=[O:31])[N:4]([CH2:23][CH2:24][C:25]2[CH:30]=[CH:29][CH:28]=[CH:27][CH:26]=2)[C:5]([C:9]2[CH:14]=[CH:13][CH:12]=[CH:11][C:10]=2[O:15][CH2:16][C:17]2[CH:22]=[CH:21][CH:20]=[CH:19][CH:18]=2)=[N:6][C:7]=1[CH3:8].[Li+].CC([N-]C(C)C)C.C1[CH2:44][O:43][CH2:42]C1. The catalyst is C(Cl)OC. The product is [Br:1][C:2]1[C:3](=[O:31])[N:4]([CH2:23][CH2:24][C:25]2[CH:26]=[CH:27][CH:28]=[CH:29][CH:30]=2)[C:5]([C:9]2[CH:14]=[CH:13][CH:12]=[CH:11][C:10]=2[O:15][CH2:16][C:17]2[CH:22]=[CH:21][CH:20]=[CH:19][CH:18]=2)=[N:6][C:7]=1[CH2:8][CH2:42][O:43][CH3:44]. The yield is 0.390.